This data is from NCI-60 drug combinations with 297,098 pairs across 59 cell lines. The task is: Regression. Given two drug SMILES strings and cell line genomic features, predict the synergy score measuring deviation from expected non-interaction effect. (1) Drug 1: C1=CN(C(=O)N=C1N)C2C(C(C(O2)CO)O)O.Cl. Drug 2: CCC1=C2CN3C(=CC4=C(C3=O)COC(=O)C4(CC)O)C2=NC5=C1C=C(C=C5)O. Cell line: CCRF-CEM. Synergy scores: CSS=85.3, Synergy_ZIP=1.83, Synergy_Bliss=1.82, Synergy_Loewe=2.05, Synergy_HSA=5.04. (2) Drug 1: COC1=C(C=C2C(=C1)N=CN=C2NC3=CC(=C(C=C3)F)Cl)OCCCN4CCOCC4. Drug 2: CC1=CC2C(CCC3(C2CCC3(C(=O)C)OC(=O)C)C)C4(C1=CC(=O)CC4)C. Cell line: SNB-19. Synergy scores: CSS=4.52, Synergy_ZIP=0.221, Synergy_Bliss=1.53, Synergy_Loewe=-9.04, Synergy_HSA=-6.15. (3) Synergy scores: CSS=-1.84, Synergy_ZIP=1.67, Synergy_Bliss=1.87, Synergy_Loewe=-1.54, Synergy_HSA=-1.26. Drug 1: CC1C(C(CC(O1)OC2CC(CC3=C2C(=C4C(=C3O)C(=O)C5=C(C4=O)C(=CC=C5)OC)O)(C(=O)CO)O)N)O.Cl. Drug 2: CS(=O)(=O)OCCCCOS(=O)(=O)C. Cell line: NCI/ADR-RES. (4) Drug 1: CC1C(C(CC(O1)OC2CC(CC3=C2C(=C4C(=C3O)C(=O)C5=C(C4=O)C(=CC=C5)OC)O)(C(=O)CO)O)N)O.Cl. Drug 2: CC1=C(C(=O)C2=C(C1=O)N3CC4C(C3(C2COC(=O)N)OC)N4)N. Cell line: NCI/ADR-RES. Synergy scores: CSS=10.6, Synergy_ZIP=-1.44, Synergy_Bliss=3.91, Synergy_Loewe=-10.7, Synergy_HSA=-2.97.